From a dataset of Full USPTO retrosynthesis dataset with 1.9M reactions from patents (1976-2016). Predict the reactants needed to synthesize the given product. (1) Given the product [Br:13][CH:3]1[C:2](=[O:1])[CH2:7][CH2:6][CH:5]([C:8]([O:10][CH2:11][CH3:12])=[O:9])[CH2:4]1, predict the reactants needed to synthesize it. The reactants are: [O:1]=[C:2]1[CH2:7][CH2:6][CH:5]([C:8]([O:10][CH2:11][CH3:12])=[O:9])[CH2:4][CH2:3]1.[Br:13]Br.C([O-])(O)=O.[Na+]. (2) Given the product [CH3:29][S:23]([C:15]1[N:14]=[CH:13][C:12]2=[CH:11][CH:10]=[C:9]([C:4]3[CH:5]=[CH:6][CH:7]=[CH:8][C:3]=3[O:2][CH3:1])[N:17]2[N:16]=1)(=[O:26])=[O:22], predict the reactants needed to synthesize it. The reactants are: [CH3:1][O:2][C:3]1[CH:8]=[CH:7][CH:6]=[CH:5][C:4]=1[C:9]1[N:17]2[C:12]([CH:13]=[N:14][C:15](SC)=[N:16]2)=[CH:11][CH:10]=1.OO.[O-:22][S:23]([O-:26])(=S)=O.[Na+].[Na+].[CH3:29]O. (3) The reactants are: [CH2:1]([O:3][C:4]([C:6]1[CH:7]([C:25]2[CH:30]=[CH:29][CH:28]=[CH:27][CH:26]=2)[C:8]2[C:13](Cl)=[N:12][C:11](=[O:15])[N:10]([C:16]3[CH:21]=[CH:20][CH:19]=[CH:18][CH:17]=3)[C:9]=2[NH:22][C:23]=1[CH3:24])=[O:5])[CH3:2].[C:31]([NH:41][NH2:42])(=[O:40])[C:32]1[CH:37]=[CH:36][CH:35]=[C:34]([O:38][CH3:39])[CH:33]=1.C(N(CC)CC)C. Given the product [CH2:1]([O:3][C:4]([C:6]1[CH:7]([C:25]2[CH:30]=[CH:29][CH:28]=[CH:27][CH:26]=2)[C:8]2[C:13]([N:41]([C:31](=[O:40])[C:32]3[CH:37]=[CH:36][CH:35]=[C:34]([O:38][CH3:39])[CH:33]=3)[NH2:42])=[N:12][C:11](=[O:15])[N:10]([C:16]3[CH:21]=[CH:20][CH:19]=[CH:18][CH:17]=3)[C:9]=2[NH:22][C:23]=1[CH3:24])=[O:5])[CH3:2], predict the reactants needed to synthesize it. (4) Given the product [S:1](=[C:6]1[CH2:15][CH2:10][CH2:9][CH2:8][NH:7]1)(=[O:3])=[O:2], predict the reactants needed to synthesize it. The reactants are: [S:1](Cl)(Cl)(=[O:3])=[O:2].[CH:6]1[C:15]2C=CC=C(S(Cl)(=O)=O)[C:10]=2[CH:9]=[CH:8][N:7]=1.N1C=CC=C(S(Cl)(=O)=O)C=1.